This data is from Forward reaction prediction with 1.9M reactions from USPTO patents (1976-2016). The task is: Predict the product of the given reaction. (1) Given the reactants [Na].[CH3:2][OH:3].[CH2:4]([N:11]1[CH2:20][CH2:19][C:18]2[N:17]=[C:16](Cl)[CH:15]=[CH:14][C:13]=2[CH2:12]1)[C:5]1[CH:10]=[CH:9][CH:8]=[CH:7][CH:6]=1, predict the reaction product. The product is: [CH2:4]([N:11]1[CH2:20][CH2:19][C:18]2[N:17]=[C:16]([O:3][CH3:2])[CH:15]=[CH:14][C:13]=2[CH2:12]1)[C:5]1[CH:10]=[CH:9][CH:8]=[CH:7][CH:6]=1. (2) Given the reactants [CH3:1][CH:2]([CH:6]1[C:14]2[C:9](=[CH:10][CH:11]=[CH:12][CH:13]=2)[N:8]([C:15]([O:17][C:18]([CH3:21])([CH3:20])[CH3:19])=[O:16])[CH2:7]1)[C:3]([OH:5])=[O:4].P([O-])([O-])([O-])=O.[OH-].[Na+], predict the reaction product. The product is: [CH3:1][C@H:2]([CH:6]1[C:14]2[C:9](=[CH:10][CH:11]=[CH:12][CH:13]=2)[N:8]([C:15]([O:17][C:18]([CH3:19])([CH3:21])[CH3:20])=[O:16])[CH2:7]1)[C:3]([OH:5])=[O:4]. (3) Given the reactants C(OC(=O)[NH:7][C@H:8]1[CH2:13][CH2:12][C@@H:11]([N:14]2[C:19](=[O:20])[C:18]3[CH:21]=[C:22]([F:25])[CH:23]=[N:24][C:17]=3[N:16]([C:26]3[CH:27]=[C:28]([C:32]4[CH:37]=[CH:36][C:35]([OH:38])=[CH:34][C:33]=4[CH:39]=O)[CH:29]=[CH:30][CH:31]=3)[C:15]2=[O:41])[CH2:10][CH2:9]1)(C)(C)C.Cl.[CH3:44][C@@H:45]1[CH2:50][O:49][CH2:48][CH2:47][NH:46]1.C(N(CC)CC)C.C(O[BH-](OC(=O)C)OC(=O)C)(=O)C.[Na+].[F:72][C:73]1[CH:74]=[CH:75][C:76]2[N:77]([CH:79]=[C:80]([CH:82]=O)[N:81]=2)[CH:78]=1, predict the reaction product. The product is: [F:25][C:22]1[CH:23]=[N:24][C:17]2[N:16]([C:26]3[CH:27]=[C:28]([C:32]4[CH:37]=[CH:36][C:35]([OH:38])=[CH:34][C:33]=4[CH2:39][N:46]4[CH2:47][CH2:48][O:49][CH2:50][C@H:45]4[CH3:44])[CH:29]=[CH:30][CH:31]=3)[C:15](=[O:41])[N:14]([C@H:11]3[CH2:10][CH2:9][C@@H:8]([NH:7][CH2:82][C:80]4[N:81]=[C:76]5[CH:75]=[CH:74][C:73]([F:72])=[CH:78][N:77]5[CH:79]=4)[CH2:13][CH2:12]3)[C:19](=[O:20])[C:18]=2[CH:21]=1. (4) Given the reactants C(O[C:4](=[O:23])[CH:5]=[C:6]([C:13]1[CH:21]=[C:20]2[C:16]([CH:17]=[CH:18][N:19]2[CH3:22])=[CH:15][CH:14]=1)[C:7]1[CH:12]=[CH:11][CH:10]=[CH:9][CH:8]=1)C.C(OC(=O)C=C(C1C=CC=C2C=1C(C#N)=[CH:39][NH:40]2)C1C=CC=CC=1)C, predict the reaction product. The product is: [CH3:39][NH:40][C:4](=[O:23])[CH:5]=[C:6]([C:13]1[CH:21]=[C:20]2[C:16]([CH:17]=[CH:18][N:19]2[CH3:22])=[CH:15][CH:14]=1)[C:7]1[CH:12]=[CH:11][CH:10]=[CH:9][CH:8]=1.